This data is from Forward reaction prediction with 1.9M reactions from USPTO patents (1976-2016). The task is: Predict the product of the given reaction. (1) Given the reactants Cl.Cl.[CH3:3][N:4]([CH3:12])[C:5]1[CH:10]=[CH:9][CH:8]=[C:7]([NH2:11])[CH:6]=1.C(N(CC)CC)C.Cl[C:21](Cl)([O:23]C(=O)OC(Cl)(Cl)Cl)Cl, predict the reaction product. The product is: [CH3:3][N:4]([CH3:12])[C:5]1[CH:6]=[C:7]([N:11]=[C:21]=[O:23])[CH:8]=[CH:9][CH:10]=1. (2) Given the reactants COC1C=CC(C2C=CN=C(NC3C=C(N)C=CC=3C)[N:10]=2)=CC=1.[F:24][C:25]([F:36])([F:35])[C:26]1[CH:27]=[C:28]([CH:32]=[CH:33][CH:34]=1)[C:29](O)=[O:30].F[P-](F)(F)(F)(F)F.N1(O[P+](N(C)C)(N(C)C)N(C)C)C2C=CC=CC=2N=N1.CCN(C(C)C)C(C)C, predict the reaction product. The product is: [F:24][C:25]([F:36])([F:35])[C:26]1[CH:27]=[C:28]([CH:32]=[CH:33][CH:34]=1)[C:29]([NH2:10])=[O:30].